Task: Regression. Given a peptide amino acid sequence and an MHC pseudo amino acid sequence, predict their binding affinity value. This is MHC class I binding data.. Dataset: Peptide-MHC class I binding affinity with 185,985 pairs from IEDB/IMGT (1) The peptide sequence is SLQTIASKK. The MHC is HLA-A02:06 with pseudo-sequence HLA-A02:06. The binding affinity (normalized) is 0. (2) The peptide sequence is ELLSYCVSLF. The MHC is HLA-A01:01 with pseudo-sequence HLA-A01:01. The binding affinity (normalized) is 0.486. (3) The peptide sequence is STDIPSATK. The MHC is HLA-A11:01 with pseudo-sequence HLA-A11:01. The binding affinity (normalized) is 0.326. (4) The peptide sequence is YLDAIQQPV. The MHC is HLA-A02:01 with pseudo-sequence HLA-A02:01. The binding affinity (normalized) is 1.00. (5) The peptide sequence is AVYGNIKHK. The MHC is HLA-A02:02 with pseudo-sequence HLA-A02:02. The binding affinity (normalized) is 0.00343. (6) The peptide sequence is TVLDHILQK. The MHC is HLA-B18:01 with pseudo-sequence HLA-B18:01. The binding affinity (normalized) is 0.0847.